This data is from Forward reaction prediction with 1.9M reactions from USPTO patents (1976-2016). The task is: Predict the product of the given reaction. (1) Given the reactants [Cl:1][C:2]1[CH:10]=[CH:9][C:5]([C:6]([OH:8])=[O:7])=[CH:4][N:3]=1.[C:11]1(O)[CH:16]=[CH:15][CH:14]=[CH:13][CH:12]=1.C1CCC(N=C=NC2CCCCC2)CC1, predict the reaction product. The product is: [Cl:1][C:2]1[CH:10]=[CH:9][C:5]([C:6]([O:8][C:11]2[CH:16]=[CH:15][CH:14]=[CH:13][CH:12]=2)=[O:7])=[CH:4][N:3]=1. (2) The product is: [Cl:34][C:22]1[C:23]([C:25]2[C:33]3[C:28](=[CH:29][CH:30]=[CH:31][CH:32]=3)[NH:27][CH:26]=2)=[N:24][C:19]([NH:46][CH:45]2[CH2:40][CH2:38][N:37]([CH2:36][C:35]3[CH:7]=[CH:6][CH:5]=[C:4]([N+:1]([O-:3])=[O:2])[CH:9]=3)[CH2:41][CH2:43]2)=[N:20][CH:21]=1. Given the reactants [N+:1]([C:4]1[CH:9]=C[C:7](CN2CCC(N)CC2)=[CH:6][CH:5]=1)([O-:3])=[O:2].Cl[C:19]1[N:24]=[C:23]([C:25]2[C:33]3[C:28](=[CH:29][CH:30]=[CH:31][CH:32]=3)[NH:27][CH:26]=2)[C:22]([Cl:34])=[CH:21][N:20]=1.[CH3:35][CH2:36][N:37]([CH:41]([CH3:43])C)[CH:38]([CH3:40])C.O.[CH3:45][N:46]1C(=O)CCC1, predict the reaction product.